Dataset: Forward reaction prediction with 1.9M reactions from USPTO patents (1976-2016). Task: Predict the product of the given reaction. The product is: [NH2:13][C:10]1[CH:11]=[CH:12][C:2]([Cl:1])=[C:3](/[CH:4]=[CH:5]/[C:6]([N:18]([CH2:19][CH3:20])[CH2:16][CH3:17])=[O:8])[CH:9]=1. Given the reactants [Cl:1][C:2]1[CH:12]=[CH:11][C:10]([N+:13]([O-])=O)=[CH:9][C:3]=1[CH:4]=[CH:5][C:6]([OH:8])=O.[CH2:16]([NH:18][CH2:19][CH3:20])[CH3:17].Cl.CN(C)CCCN=C=NCC.O.ON1C2C=CC=CC=2N=N1, predict the reaction product.